This data is from Catalyst prediction with 721,799 reactions and 888 catalyst types from USPTO. The task is: Predict which catalyst facilitates the given reaction. (1) Reactant: C1C(=O)N([Br:8])C(=O)C1.[C:9]1([N:15]2[C:27]3[CH:26]=[CH:25][CH:24]=[CH:23][C:22]=3[C:21]3[C:16]2=[CH:17][CH:18]=[CH:19][CH:20]=3)[CH:14]=[CH:13][CH:12]=[CH:11][CH:10]=1. Product: [Br:8][C:24]1[CH:25]=[CH:26][C:27]2[N:15]([C:9]3[CH:10]=[CH:11][CH:12]=[CH:13][CH:14]=3)[C:16]3[C:21]([C:22]=2[CH:23]=1)=[CH:20][CH:19]=[CH:18][CH:17]=3. The catalyst class is: 3. (2) Reactant: [C]=O.[C:3]1(=[O:9])[NH:7][C:6](=[O:8])[CH2:5][CH2:4]1.[CH3:10][CH2:11][C:12]#[C:13][CH2:14][CH3:15].[CH:16]1(N)CCCC[CH2:17]1.[CH3:23][CH2:24]OCC. Product: [CH:12]1([N:7]2[C:6](=[O:8])[CH:5]([CH2:16][CH3:17])[CH:4]([CH2:23][CH3:24])[C:3]2=[O:9])[CH2:11][CH2:10][CH2:15][CH2:14][CH2:13]1. The catalyst class is: 150. (3) Reactant: [O:1]=[S:2]1(=[O:10])[CH2:6][CH2:5][CH:4]([C:7](O)=[O:8])[CH2:3]1. Product: [O:1]=[S:2]1(=[O:10])[CH2:6][CH2:5][CH:4]([CH2:7][OH:8])[CH2:3]1. The catalyst class is: 7. (4) Reactant: [N:1]1[C:5]2[CH:6]=[CH:7][C:8]([C:10]([OH:12])=[O:11])=[CH:9][C:4]=2[NH:3][CH:2]=1.[ClH:13]. Product: [ClH:13].[NH:1]1[C:5]2[CH2:6][CH2:7][CH:8]([C:10]([OH:12])=[O:11])[CH2:9][C:4]=2[N:3]=[CH:2]1. The catalyst class is: 522. (5) Reactant: [CH2:1]([N:3]=[C:4]=[O:5])[CH3:2].[Cl:6][CH2:7][CH2:8][CH2:9][CH2:10][C:11]([C:13]1[CH:23]=[CH:22][C:16]2[CH2:17][CH2:18][NH:19][CH2:20][CH2:21][C:15]=2[CH:14]=1)=[O:12].O. Product: [Cl:6][CH2:7][CH2:8][CH2:9][CH2:10][C:11]([C:13]1[CH:23]=[CH:22][C:16]2[CH2:17][CH2:18][N:19]([C:4]([NH:3][CH2:1][CH3:2])=[O:5])[CH2:20][CH2:21][C:15]=2[CH:14]=1)=[O:12]. The catalyst class is: 7. (6) Reactant: Br[C:2]1[CH:3]=[CH:4][C:5]([CH2:8][N:9]2[CH2:14][CH2:13][N:12]([CH3:15])[CH2:11][CH2:10]2)=[N:6][CH:7]=1.[B:16]1([B:16]2[O:20][C:19]([CH3:22])([CH3:21])[C:18]([CH3:24])([CH3:23])[O:17]2)[O:20][C:19]([CH3:22])([CH3:21])[C:18]([CH3:24])([CH3:23])[O:17]1.C([O-])(=O)C.[K+].O1CCOCC1.C1(P(C2CCCCC2)C2CCCCC2)CCCCC1. Product: [CH3:15][N:12]1[CH2:13][CH2:14][N:9]([CH2:8][C:5]2[CH:4]=[CH:3][C:2]([B:16]3[O:20][C:19]([CH3:22])([CH3:21])[C:18]([CH3:24])([CH3:23])[O:17]3)=[CH:7][N:6]=2)[CH2:10][CH2:11]1. The catalyst class is: 110. (7) Reactant: [CH3:1][C:2]1[CH:7]=[CH:6][CH:5]=[CH:4][C:3]=1[C:8]1[N:9]([C:28]2[CH:33]=[CH:32][C:31]([Cl:34])=[CH:30][CH:29]=2)[CH:10]=[C:11]([C:13]([N:15]2[CH2:20][CH2:19][C:18]([C:22]3[CH:27]=[CH:26][CH:25]=[CH:24][CH:23]=3)(O)[CH2:17][CH2:16]2)=[O:14])[N:12]=1.Cl. Product: [Cl:34][C:31]1[CH:32]=[CH:33][C:28]([N:9]2[CH:10]=[C:11]([C:13]([N:15]3[CH2:16][CH:17]=[C:18]([C:22]4[CH:27]=[CH:26][CH:25]=[CH:24][CH:23]=4)[CH2:19][CH2:20]3)=[O:14])[N:12]=[C:8]2[C:3]2[CH:4]=[CH:5][CH:6]=[CH:7][C:2]=2[CH3:1])=[CH:29][CH:30]=1. The catalyst class is: 363.